From a dataset of Forward reaction prediction with 1.9M reactions from USPTO patents (1976-2016). Predict the product of the given reaction. (1) Given the reactants [F:1][C:2]1[C:3](I)=[C:4]([CH:8]=[CH:9][CH:10]=1)[C:5]([OH:7])=[O:6].[NH:12]1[CH:16]=[CH:15][CH:14]=[N:13]1.CN[C@@H]1CCCC[C@H]1NC.C([O-])([O-])=O.[Cs+].[Cs+], predict the reaction product. The product is: [F:1][C:2]1[C:3]([N:12]2[CH:16]=[CH:15][CH:14]=[N:13]2)=[C:4]([CH:8]=[CH:9][CH:10]=1)[C:5]([OH:7])=[O:6]. (2) The product is: [Cl:41][C:38]1[CH:39]=[CH:40][C:35]([CH:32]2[CH2:31][CH2:30][N:29]([C:27](=[O:28])[CH:26]([NH:25][C:11](=[O:19])[C:12]3[CH:13]=[CH:14][CH:15]=[CH:16][CH:17]=3)[CH2:42][CH:43]([CH3:44])[CH3:45])[CH2:34][CH2:33]2)=[CH:36][CH:37]=1. Given the reactants C1C=CC2N(O)N=NC=2C=1.[C:11]([OH:19])(=O)[C:12]1[CH:17]=[CH:16][CH:15]=[CH:14][CH:13]=1.C(Cl)CCl.Cl.[NH2:25][CH:26]([CH2:42][CH:43]([CH3:45])[CH3:44])[C:27]([N:29]1[CH2:34][CH2:33][CH:32]([C:35]2[CH:40]=[CH:39][C:38]([Cl:41])=[CH:37][CH:36]=2)[CH2:31][CH2:30]1)=[O:28], predict the reaction product. (3) Given the reactants Cl[C:2]1[C:7]2=[N:8][N:9]=[CH:10][N:6]2[N:5]=[C:4]([C:11]2[CH:16]=[CH:15][C:14]([Cl:17])=[CH:13][C:12]=2[Cl:18])[N:3]=1.Cl.[NH2:20][C:21]1[C:26]([C:27](=[O:30])[CH2:28][CH3:29])=[CH:25][CH:24]=[C:23]([NH:31][CH:32]2[CH2:37][CH2:36][CH2:35][NH:34][CH2:33]2)[N:22]=1.C(N(CC)C(C)C)(C)C, predict the reaction product. The product is: [NH2:20][C:21]1[C:26]([C:27](=[O:30])[CH2:28][CH3:29])=[CH:25][CH:24]=[C:23]([NH:31][CH:32]2[CH2:37][CH2:36][CH2:35][N:34]([C:2]3[C:7]4=[N:8][N:9]=[CH:10][N:6]4[N:5]=[C:4]([C:11]4[CH:16]=[CH:15][C:14]([Cl:17])=[CH:13][C:12]=4[Cl:18])[N:3]=3)[CH2:33]2)[N:22]=1. (4) Given the reactants [C:1](Cl)(=[O:7])[CH2:2][CH2:3][CH2:4][CH2:5][CH3:6].[N+:9]([C:12]1[CH:38]=[CH:37][C:15]([CH2:16][O:17][C:18]2[CH:19]=[C:20]([CH:34]=[CH:35][CH:36]=2)[C:21]([NH:23][C:24]2[CH:29]=[CH:28][CH:27]=[CH:26][C:25]=2[S:30](=[O:33])(=[O:32])[NH2:31])=[O:22])=[CH:14][CH:13]=1)([O-:11])=[O:10], predict the reaction product. The product is: [N+:9]([C:12]1[CH:13]=[CH:14][C:15]([CH2:16][O:17][C:18]2[CH:19]=[C:20]([CH:34]=[CH:35][CH:36]=2)[C:21]([NH:23][C:24]2[CH:29]=[CH:28][CH:27]=[CH:26][C:25]=2[S:30]([NH:31][C:1](=[O:7])[CH2:2][CH2:3][CH2:4][CH2:5][CH3:6])(=[O:33])=[O:32])=[O:22])=[CH:37][CH:38]=1)([O-:11])=[O:10]. (5) Given the reactants O[C:2]1([C:16]2[C:24]([OH:25])=[CH:23][C:19]3[O:20][CH2:21][O:22][C:18]=3[CH:17]=2)[C:6](=[O:7])[N:5]([CH2:8][CH2:9][CH2:10][CH2:11][CH3:12])[C:4]2[CH:13]=[CH:14][S:15][C:3]1=2.FC(F)(F)C(O)=O.C([SiH](CC)CC)C, predict the reaction product. The product is: [OH:25][C:24]1[C:16]([CH:2]2[C:6](=[O:7])[N:5]([CH2:8][CH2:9][CH2:10][CH2:11][CH3:12])[C:4]3[CH:13]=[CH:14][S:15][C:3]2=3)=[CH:17][C:18]2[O:22][CH2:21][O:20][C:19]=2[CH:23]=1.